This data is from Reaction yield outcomes from USPTO patents with 853,638 reactions. The task is: Predict the reaction yield, written as a fraction of the theoretical maximum amount of product (1.0 means a 100% yield; for example, 0.34 means a 34% yield). (1) The reactants are Cl[C:2]1[C:7]([CH:8]=[O:9])=[C:6]([N:10]2[CH:22]=[CH:21][N:13]3[C:14]4[CH2:15][CH2:16][CH2:17][CH2:18][C:19]=4[CH:20]=[C:12]3[C:11]2=[O:23])[N:5]=[CH:4][CH:3]=1.[CH3:24][N:25]1[CH:30]=[C:29](B2OC(C)(C)C(C)(C)O2)[CH:28]=[C:27]([NH:40][C:41]2[CH:50]=[C:44]3[CH2:45][N:46]([CH3:49])[CH2:47][CH2:48][N:43]3[N:42]=2)[C:26]1=[O:51].[O-]P([O-])([O-])=O.[K+].[K+].[K+].C([O-])(=O)C.[Na+]. The catalyst is O.C1C=CC(P(C2C=CC=CC=2)[C-]2C=CC=C2)=CC=1.C1C=CC(P(C2C=CC=CC=2)[C-]2C=CC=C2)=CC=1.Cl[Pd]Cl.[Fe+2].C(#N)C. The product is [CH:8]([C:7]1[C:6]([N:10]2[CH:22]=[CH:21][N:13]3[C:14]4[CH2:15][CH2:16][CH2:17][CH2:18][C:19]=4[CH:20]=[C:12]3[C:11]2=[O:23])=[N:5][CH:4]=[CH:3][C:2]=1[C:29]1[CH:28]=[C:27]([NH:40][C:41]2[CH:50]=[C:44]3[CH2:45][N:46]([CH3:49])[CH2:47][CH2:48][N:43]3[N:42]=2)[C:26](=[O:51])[N:25]([CH3:24])[CH:30]=1)=[O:9]. The yield is 0.540. (2) The reactants are O=O.[C:3](O)(=[O:14])[CH2:4][CH2:5][CH2:6][CH2:7][CH2:8][CH2:9][CH2:10][CH2:11][CH2:12][CH3:13]. No catalyst specified. The product is [CH2:3]([OH:14])[CH2:4][CH2:5][CH2:6][CH2:7][CH2:8][CH2:9][CH2:10][CH2:11][CH2:12][CH3:13]. The yield is 0.220. (3) The reactants are [Si:1]([O:8][CH2:9][CH2:10][CH2:11]/[CH:12]=[CH:13]/[C:14]([OH:16])=O)([C:4]([CH3:7])([CH3:6])[CH3:5])([CH3:3])[CH3:2].CN(C(ON1N=NC2C=CC=NC1=2)=[N+](C)C)C.F[P-](F)(F)(F)(F)F.CCN(C(C)C)C(C)C.[NH2:50][C:51]1[CH:56]=[CH:55][CH:54]=[CH:53][C:52]=1[NH:57][C:58](=[O:64])[O:59][C:60]([CH3:63])([CH3:62])[CH3:61]. The catalyst is C(Cl)Cl.O.C(OCC)(=O)C. The product is [C:60]([O:59][C:58](=[O:64])[NH:57][C:52]1[CH:53]=[CH:54][CH:55]=[CH:56][C:51]=1[NH:50][C:14](=[O:16])[CH2:13]/[CH:12]=[CH:11]/[CH2:10][CH2:9][O:8][Si:1]([C:4]([CH3:5])([CH3:6])[CH3:7])([CH3:2])[CH3:3])([CH3:63])([CH3:61])[CH3:62]. The yield is 0.440. (4) The reactants are Cl.[NH:2]1[CH2:5][CH:4]([O:6][C:7]2[CH:8]=[CH:9][C:10]([NH:13][C:14]3[C:15](=[O:22])[N:16]([CH3:21])[CH:17]=[C:18]([Br:20])[CH:19]=3)=[N:11][CH:12]=2)[CH2:3]1.C=O.[C:25](O)(=O)C.[BH-](OC(C)=O)(OC(C)=O)OC(C)=O.[Na+]. The catalyst is CO. The product is [Br:20][C:18]1[CH:19]=[C:14]([NH:13][C:10]2[CH:9]=[CH:8][C:7]([O:6][CH:4]3[CH2:5][N:2]([CH3:25])[CH2:3]3)=[CH:12][N:11]=2)[C:15](=[O:22])[N:16]([CH3:21])[CH:17]=1. The yield is 0.800.